This data is from Catalyst prediction with 721,799 reactions and 888 catalyst types from USPTO. The task is: Predict which catalyst facilitates the given reaction. Reactant: [C:1](OC(OCC)OCC)(=O)C.[CH3:12][C:13]([NH:16][C:17]1[C:26]2[C:21](=[CH:22][CH:23]=[CH:24][CH:25]=2)[N:20]2[N:27]=[N:28][N:29]=[C:19]2[C:18]=1[NH2:30])([CH3:15])[CH3:14].[OH-].[Na+]. Product: [CH3:15][C:13]([N:16]1[C:17]2[C:26]3[C:21](=[CH:22][CH:23]=[CH:24][CH:25]=3)[N:20]3[N:27]=[N:28][N:29]=[C:19]3[C:18]=2[N:30]=[CH:1]1)([CH3:12])[CH3:14]. The catalyst class is: 15.